This data is from Catalyst prediction with 721,799 reactions and 888 catalyst types from USPTO. The task is: Predict which catalyst facilitates the given reaction. (1) Reactant: [OH:1][CH2:2][C:3]([CH3:7])([CH2:5][OH:6])[CH3:4].C1(C=CC(O)=CC=1)O.C[O-].[Na+].[C:19](OC)(=[O:23])[C:20]([CH3:22])=[CH2:21]. Product: [C:19]([O:1][CH2:2][C:3]([CH3:7])([CH3:4])[CH2:5][OH:6])(=[O:23])[C:20]([CH3:22])=[CH2:21]. The catalyst class is: 11. (2) Reactant: C[O:2][C:3]([C:5]1[C:6]2[CH2:7][C:8]([CH3:29])([CH3:28])[CH:9]([C:16]3[CH:21]=[CH:20][CH:19]=[C:18]([N:22]4[CH2:27][CH2:26][O:25][CH2:24][CH2:23]4)[CH:17]=3)[NH:10][C:11]=2[C:12]([F:15])=[CH:13][CH:14]=1)=[O:4].[OH-].[Na+].Cl. Product: [F:15][C:12]1[C:11]2[NH:10][CH:9]([C:16]3[CH:21]=[CH:20][CH:19]=[C:18]([N:22]4[CH2:23][CH2:24][O:25][CH2:26][CH2:27]4)[CH:17]=3)[C:8]([CH3:29])([CH3:28])[CH2:7][C:6]=2[C:5]([C:3]([OH:4])=[O:2])=[CH:14][CH:13]=1. The catalyst class is: 364.